Predict the reactants needed to synthesize the given product. From a dataset of Full USPTO retrosynthesis dataset with 1.9M reactions from patents (1976-2016). Given the product [Cl:1][C:2]1[N:3]=[C:4]([N:11]2[CH2:16][CH2:15][O:14][CH2:13][CH2:12]2)[C:5]2[S:10][C:9]([CH:28]([C:27]3[CH:30]=[CH:31][C:24]([S:23][CH3:22])=[CH:25][CH:26]=3)[OH:29])=[CH:8][C:6]=2[N:7]=1, predict the reactants needed to synthesize it. The reactants are: [Cl:1][C:2]1[N:3]=[C:4]([N:11]2[CH2:16][CH2:15][O:14][CH2:13][CH2:12]2)[C:5]2[S:10][CH:9]=[CH:8][C:6]=2[N:7]=1.C([Li])CCC.[CH3:22][S:23][C:24]1[CH:31]=[CH:30][C:27]([CH:28]=[O:29])=[CH:26][CH:25]=1.